This data is from Catalyst prediction with 721,799 reactions and 888 catalyst types from USPTO. The task is: Predict which catalyst facilitates the given reaction. Reactant: CN(C=O)C.C(Cl)(=O)C(Cl)=O.C(Cl)Cl.[F:15][C:16]([F:26])([F:25])[C:17]1[N:18]=[C:19]([C:22]([NH2:24])=O)[S:20][CH:21]=1.N1C=CC=CC=1. Product: [F:26][C:16]([F:15])([F:25])[C:17]1[N:18]=[C:19]([C:22]#[N:24])[S:20][CH:21]=1. The catalyst class is: 290.